The task is: Predict the product of the given reaction.. This data is from Forward reaction prediction with 1.9M reactions from USPTO patents (1976-2016). (1) Given the reactants Br[C:2]1[CH:13]=[C:12]([F:14])[C:11]([F:15])=[CH:10][C:3]=1[CH2:4][N:5]([CH2:8][CH3:9])[CH2:6][CH3:7].C(=O)([O-])[O-].[K+].[K+].O.[NH2:23][C:24]1[N:33]=[C:32]([C:34]([N:36]2[CH2:44][C:43]3[C:38](=[CH:39][CH:40]=[CH:41][CH:42]=3)[CH2:37]2)=[O:35])[C:31]2[C:26](=[CH:27][CH:28]=[C:29](B3OC(C)(C)C(C)(C)O3)[CH:30]=2)[N:25]=1, predict the reaction product. The product is: [NH2:23][C:24]1[N:33]=[C:32]([C:34]([N:36]2[CH2:37][C:38]3[C:43](=[CH:42][CH:41]=[CH:40][CH:39]=3)[CH2:44]2)=[O:35])[C:31]2[C:26](=[CH:27][CH:28]=[C:29]([C:2]3[CH:13]=[C:12]([F:14])[C:11]([F:15])=[CH:10][C:3]=3[CH2:4][N:5]([CH2:8][CH3:9])[CH2:6][CH3:7])[CH:30]=2)[N:25]=1. (2) Given the reactants [CH3:1][O:2][C:3]1[CH:22]=[CH:21][C:6]([CH2:7][C@@H:8]2[C:12]3=[N:13][C:14]4[CH:19]=[CH:18][CH:17]=[CH:16][C:15]=4[N:11]3[C:10](=[O:20])[NH:9]2)=[CH:5][CH:4]=1.[Br:23][C:24]1[CH:29]=[CH:28][C:27]([C:30]2([NH2:33])[CH2:32][CH2:31]2)=[CH:26][CH:25]=1.C(O)(C(F)(F)F)=O, predict the reaction product. The product is: [NH:13]1[C:14]2[CH:19]=[CH:18][CH:17]=[CH:16][C:15]=2[N:11]=[C:12]1[C@H:8]([NH:9][C:10]([NH:33][C:30]1([C:27]2[CH:28]=[CH:29][C:24]([Br:23])=[CH:25][CH:26]=2)[CH2:32][CH2:31]1)=[O:20])[CH2:7][C:6]1[CH:5]=[CH:4][C:3]([O:2][CH3:1])=[CH:22][CH:21]=1. (3) Given the reactants CS([O:5][CH:6]([CH3:35])[CH:7]([N:9]1[C:13](=[O:14])[N:12]([C:15]2[CH:20]=[CH:19][C:18]([N:21]3[CH2:26][CH2:25][N:24]([C:27]4[CH:32]=[CH:31][C:30]([O:33][CH3:34])=[CH:29][CH:28]=4)[CH2:23][CH2:22]3)=[CH:17][CH:16]=2)[CH:11]=[N:10]1)[CH3:8])(=O)=O.[OH-].[K+], predict the reaction product. The product is: [OH:5][CH:6]([CH3:35])[CH:7]([N:9]1[C:13](=[O:14])[N:12]([C:15]2[CH:16]=[CH:17][C:18]([N:21]3[CH2:22][CH2:23][N:24]([C:27]4[CH:28]=[CH:29][C:30]([O:33][CH3:34])=[CH:31][CH:32]=4)[CH2:25][CH2:26]3)=[CH:19][CH:20]=2)[CH:11]=[N:10]1)[CH3:8]. (4) Given the reactants Br[C:2]1[CH:7]=[CH:6][CH:5]=[CH:4][C:3]=1[S:8][CH2:9][C:10]([N:12]([CH:22]([CH3:24])[CH3:23])[NH:13][C:14](=[O:21])[C:15]1[CH:20]=[CH:19][CH:18]=[CH:17][CH:16]=1)=[O:11].C([O-])([O-])=O.[Na+].[Na+].[C:31]1(B(O)O)[CH:36]=[CH:35][CH:34]=[CH:33][CH:32]=1, predict the reaction product. The product is: [C:2]1([C:31]2[CH:36]=[CH:35][CH:34]=[CH:33][CH:32]=2)[CH:7]=[CH:6][CH:5]=[CH:4][C:3]=1[S:8][CH2:9][C:10]([N:12]([CH:22]([CH3:24])[CH3:23])[NH:13][C:14](=[O:21])[C:15]1[CH:20]=[CH:19][CH:18]=[CH:17][CH:16]=1)=[O:11].